From a dataset of Full USPTO retrosynthesis dataset with 1.9M reactions from patents (1976-2016). Predict the reactants needed to synthesize the given product. (1) Given the product [CH3:9][O:8][C:7]1[CH:6]=[CH:5][C:4]([C:10]2[O:11][C:12]3[CH:18]=[CH:17][C:16]([C:19]4[CH:24]=[CH:23][C:22]([Cl:25])=[CH:21][CH:20]=4)=[CH:15][C:13]=3[N:14]=2)=[CH:3][C:2]=1[N:1]1[C:35](=[O:36])[C:29]2[C:28](=[CH:27][CH:26]=[C:31]([C:32]([OH:34])=[O:33])[CH:30]=2)[C:38]1=[O:37], predict the reactants needed to synthesize it. The reactants are: [NH2:1][C:2]1[CH:3]=[C:4]([C:10]2[O:11][C:12]3[CH:18]=[CH:17][C:16]([C:19]4[CH:24]=[CH:23][C:22]([Cl:25])=[CH:21][CH:20]=4)=[CH:15][C:13]=3[N:14]=2)[CH:5]=[CH:6][C:7]=1[O:8][CH3:9].[CH:26]1[C:31]([C:32]([OH:34])=[O:33])=[CH:30][C:29]2[C:35]([O:37][C:38](=O)[C:28]=2[CH:27]=1)=[O:36]. (2) Given the product [CH3:13][N:14]([CH3:15])[CH2:16][C:17]#[C:18][C:2]1[CH:3]=[C:4]([CH:6]=[C:7]([C:9]([F:12])([F:11])[F:10])[CH:8]=1)[NH2:5], predict the reactants needed to synthesize it. The reactants are: Br[C:2]1[CH:3]=[C:4]([CH:6]=[C:7]([C:9]([F:12])([F:11])[F:10])[CH:8]=1)[NH2:5].[CH3:13][N:14]([CH2:16][C:17]#[CH:18])[CH3:15].C(N(CC)CC)C. (3) Given the product [CH3:6][O:7][C:8]1[CH:9]=[C:10]2[CH2:19][CH:18]([CH2:20][CH:21]3[CH2:22][CH2:23][N:24]([CH2:27][C:28]4[CH:33]=[CH:32][CH:31]=[CH:30][CH:29]=4)[CH2:25][CH2:26]3)[C:16](=[O:17])[C:11]2=[CH:12][C:13]=1[O:14][CH3:15].[S:1]([O-:5])([O-:4])(=[O:3])=[O:2], predict the reactants needed to synthesize it. The reactants are: [S:1](=[O:5])(=[O:4])([OH:3])[OH:2].[CH3:6][O:7][C:8]1[CH:9]=[C:10]2[CH2:19][CH:18]([CH2:20][CH:21]3[CH2:26][CH2:25][N:24]([CH2:27][C:28]4[CH:29]=[CH:30][CH:31]=[CH:32][CH:33]=4)[CH2:23][CH2:22]3)[C:16](=[O:17])[C:11]2=[CH:12][C:13]=1[O:14][CH3:15].